This data is from Full USPTO retrosynthesis dataset with 1.9M reactions from patents (1976-2016). The task is: Predict the reactants needed to synthesize the given product. (1) Given the product [OH:14][C:13]1[CH:9]([CH2:24][CH2:23][C:17]2[CH:22]=[CH:21][CH:20]=[CH:19][CH:18]=2)[O:10][C:11](=[O:16])[CH:12]=1, predict the reactants needed to synthesize it. The reactants are: [Li+].CC([N-]C(C)C)C.[CH3:9][O:10][C:11](=[O:16])/[CH:12]=[CH:13]/[O:14]C.[C:17]1([CH2:23][CH2:24]C=O)[CH:22]=[CH:21][CH:20]=[CH:19][CH:18]=1.Cl. (2) Given the product [ClH:1].[ClH:1].[C:23]([C:26]1([C:36]2[CH:41]=[CH:40][CH:39]=[CH:38][CH:37]=2)[CH2:27][CH2:28][N:29]([CH2:32][C:33]([NH:22][C@H:10]2[CH2:9][CH2:8][C:7]3[C:12](=[CH:13][CH:14]=[CH:5][CH:6]=3)[C@H:11]2[CH2:15][C:16]2[CH:17]=[N:18][CH:19]=[CH:20][CH:21]=2)=[O:35])[CH2:30][CH2:31]1)(=[O:25])[CH3:24], predict the reactants needed to synthesize it. The reactants are: [ClH:1].Cl.CO[C:5]1[CH:6]=[C:7]2[C:12](=[CH:13][CH:14]=1)[CH:11]([CH2:15][C:16]1[CH:17]=[N:18][CH:19]=[CH:20][CH:21]=1)[CH:10]([NH2:22])[CH2:9][CH2:8]2.[C:23]([C:26]1([C:36]2[CH:41]=[CH:40][CH:39]=[CH:38][CH:37]=2)[CH2:31][CH2:30][N:29]([CH2:32][C:33]([OH:35])=O)[CH2:28][CH2:27]1)(=[O:25])[CH3:24].C(N(CC)C(C)C)(C)C.CN(C(ON1N=NC2C=CC=CC1=2)=[N+](C)C)C.F[P-](F)(F)(F)(F)F.